From a dataset of Catalyst prediction with 721,799 reactions and 888 catalyst types from USPTO. Predict which catalyst facilitates the given reaction. (1) Reactant: [OH:1][B:2]1[C:6]2[CH:7]=[CH:8][C:9]([O:11][C:12]3[CH:19]=[CH:18][C:15]([C:16]#[N:17])=[CH:14][N:13]=3)=[CH:10][C:5]=2[CH2:4][O:3]1.CCO.C1COCC1.[ClH:28]. Product: [ClH:28].[NH2:17][CH2:16][C:15]1[CH:18]=[CH:19][C:12]([O:11][C:9]2[CH:8]=[CH:7][C:6]3[B:2]([OH:1])[O:3][CH2:4][C:5]=3[CH:10]=2)=[N:13][CH:14]=1. The catalyst class is: 275. (2) Reactant: [NH2:1][CH2:2][CH2:3][CH2:4][CH2:5][C@H:6]([NH:14][C:15](=[O:34])[NH:16][C@@H:17]([CH2:25][CH2:26][C:27]([O:29][C:30]([CH3:33])([CH3:32])[CH3:31])=[O:28])[C:18]([O:20][C:21]([CH3:24])([CH3:23])[CH3:22])=[O:19])[C:7]([O:9][C:10]([CH3:13])([CH3:12])[CH3:11])=[O:8].[C:35]([O:39][C:40](=[O:70])[CH2:41][N:42]([CH2:56][C:57]1[N:58]([CH2:62][C:63]([O:65][C:66]([CH3:69])([CH3:68])[CH3:67])=[O:64])[CH:59]=[CH:60][N:61]=1)[CH2:43][CH2:44][CH2:45][CH2:46][CH2:47][CH2:48][CH2:49][CH2:50][CH2:51][CH2:52][C:53](O)=[O:54])([CH3:38])([CH3:37])[CH3:36].C(N=C=NCCCN(C)C)C.ON1C2C=CC=CC=2N=N1.CCN(C(C)C)C(C)C. Product: [C:66]([O:65][C:63](=[O:64])[CH2:62][N:58]1[CH:59]=[CH:60][N:61]=[C:57]1[CH2:56][N:42]([CH2:43][CH2:44][CH2:45][CH2:46][CH2:47][CH2:48][CH2:49][CH2:50][CH2:51][CH2:52][C:53](=[O:54])[NH:1][CH2:2][CH2:3][CH2:4][CH2:5][C@@H:6]([C:7]([O:9][C:10]([CH3:13])([CH3:12])[CH3:11])=[O:8])[NH:14][C:15](=[O:34])[NH:16][C@H:17]([C:18]([O:20][C:21]([CH3:22])([CH3:23])[CH3:24])=[O:19])[CH2:25][CH2:26][C:27]([O:29][C:30]([CH3:33])([CH3:32])[CH3:31])=[O:28])[CH2:41][C:40]([O:39][C:35]([CH3:36])([CH3:37])[CH3:38])=[O:70])([CH3:69])([CH3:67])[CH3:68]. The catalyst class is: 2. (3) Reactant: [O:1]=[C:2]1[NH:11][C@H:10]([C:12]2[CH:19]=[CH:18][C:15]([C:16]#[N:17])=[CH:14][C:13]=2[S:20]([CH3:23])(=[O:22])=[O:21])[C:9]2[C:8](=[O:24])[CH2:7][CH2:6][CH2:5][C:4]=2[N:3]1[C:25]1[CH:30]=[CH:29][CH:28]=[C:27]([C:31]([F:34])([F:33])[F:32])[CH:26]=1.[H-].[Na+].O1CCCC1.[CH3:42][S:43](Cl)(=[O:45])=[O:44]. Product: [CH3:23][S:20]([C:13]1[CH:14]=[C:15]([CH:18]=[CH:19][C:12]=1[C@@H:10]1[C:9]2[C:8](=[O:24])[CH2:7][CH2:6][CH2:5][C:4]=2[N:3]([C:25]2[CH:30]=[CH:29][CH:28]=[C:27]([C:31]([F:33])([F:34])[F:32])[CH:26]=2)[C:2](=[O:1])[N:11]1[S:43]([CH3:42])(=[O:45])=[O:44])[C:16]#[N:17])(=[O:22])=[O:21]. The catalyst class is: 6. (4) Reactant: [Cl:1][C:2]1[CH:3]=[C:4]([C:9]2([C:26]([F:29])([F:28])[F:27])[O:13][N:12]=[C:11]([C:14]3[N:15]4[C:19]([C:20]([C:23]([OH:25])=O)=[CH:21][CH:22]=3)=[CH:18][CH:17]=[CH:16]4)[CH2:10]2)[CH:5]=[C:6]([Cl:8])[CH:7]=1.CCN(C(C)C)C(C)C.CN(C(ON1N=NC2C=CC=NC1=2)=[N+](C)C)C.F[P-](F)(F)(F)(F)F.Cl.[NH2:64][CH2:65][C:66]1[CH:67]=[CH:68][C:69]2[C:73]([CH2:76][CH3:77])([CH2:74][CH3:75])[O:72][B:71]([OH:78])[C:70]=2[CH:79]=1. Product: [Cl:1][C:2]1[CH:3]=[C:4]([C:9]2([C:26]([F:28])([F:27])[F:29])[O:13][N:12]=[C:11]([C:14]3[N:15]4[C:19]([C:20]([C:23]([NH:64][CH2:65][C:66]5[CH:67]=[CH:68][C:69]6[C:73]([CH2:74][CH3:75])([CH2:76][CH3:77])[O:72][B:71]([OH:78])[C:70]=6[CH:79]=5)=[O:25])=[CH:21][CH:22]=3)=[CH:18][CH:17]=[CH:16]4)[CH2:10]2)[CH:5]=[C:6]([Cl:8])[CH:7]=1. The catalyst class is: 3. (5) Reactant: [CH3:1][O:2][C:3](=[O:21])[CH2:4][C:5]1([NH:11][C:12]2[CH:17]=[CH:16][CH:15]=[CH:14][C:13]=2[N+:18]([O-])=O)[CH2:10][CH2:9][CH2:8][CH2:7][CH2:6]1. Product: [CH3:1][O:2][C:3](=[O:21])[CH2:4][C:5]1([NH:11][C:12]2[CH:17]=[CH:16][CH:15]=[CH:14][C:13]=2[NH2:18])[CH2:10][CH2:9][CH2:8][CH2:7][CH2:6]1. The catalyst class is: 50. (6) Reactant: [C:1]([O:5][C:6]([NH:8][C@H:9]([C:17]([O:19]C)=[O:18])[CH2:10][CH:11]1[CH2:16][CH2:15][O:14][CH2:13][CH2:12]1)=[O:7])([CH3:4])([CH3:3])[CH3:2].C1COCC1.[OH-].[Li+]. Product: [C:1]([O:5][C:6]([NH:8][C@H:9]([C:17]([OH:19])=[O:18])[CH2:10][CH:11]1[CH2:12][CH2:13][O:14][CH2:15][CH2:16]1)=[O:7])([CH3:4])([CH3:2])[CH3:3]. The catalyst class is: 6. (7) Reactant: [CH3:1][NH2:2].Cl.Cl[CH2:5][C:6]1[CH:11]=[CH:10][CH:9]=[CH:8][N:7]=1. Product: [CH3:1][NH:2][CH2:5][C:6]1[CH:11]=[CH:10][CH:9]=[CH:8][N:7]=1. The catalyst class is: 32. (8) Reactant: [CH3:1][C:2]1[N:6]([CH:7]2[CH2:12][CH2:11][O:10][CH2:9][CH2:8]2)[C:5]2[CH:13]=[CH:14][C:15]([C:17]([OH:19])=O)=[CH:16][C:4]=2[N:3]=1.N[C:21]1[C:26]([O:27][CH3:28])=[CH:25][CH:24]=[CH:23][C:22]=1O.CC[N:32]=C=NCCCN(C)C.CS(O)(=O)=O.C(=O)([O-])O.[Na+]. Product: [CH3:28][O:27][C:26]1[CH:25]=[CH:24][C:23]2[O:19][C:17]([C:15]3[CH:14]=[CH:13][C:5]4[N:6]([CH:7]5[CH2:8][CH2:9][O:10][CH2:11][CH2:12]5)[C:2]([CH3:1])=[N:3][C:4]=4[CH:16]=3)=[N:32][C:22]=2[CH:21]=1. The catalyst class is: 136.